This data is from Reaction yield outcomes from USPTO patents with 853,638 reactions. The task is: Predict the reaction yield, written as a fraction of the theoretical maximum amount of product (1.0 means a 100% yield; for example, 0.34 means a 34% yield). (1) The reactants are [CH3:1][O:2][C:3]([C:5]1[CH:6]=[C:7]2[C:12](=[CH:13][CH:14]=1)[N+:11]([O-])=[CH:10][CH:9]=[CH:8]2)=[O:4].P(Cl)(Cl)([Cl:18])=O. No catalyst specified. The product is [Cl:18][C:10]1[CH:9]=[CH:8][C:7]2[C:12](=[CH:13][CH:14]=[C:5]([C:3]([O:2][CH3:1])=[O:4])[CH:6]=2)[N:11]=1.[Cl:18][C:8]1[C:7]2[C:12](=[CH:13][CH:14]=[C:5]([C:3]([O:2][CH3:1])=[O:4])[CH:6]=2)[N:11]=[CH:10][CH:9]=1. The yield is 0.280. (2) The reactants are [N:1]([CH2:4][C:5]1[CH:14]=[N:13][C:12]2[C:11]([N:15]3[CH2:20][CH2:19][O:18][CH2:17][CH2:16]3)=[N:10][C:9]([C:21]3[CH:22]=[C:23]([OH:27])[CH:24]=[CH:25][CH:26]=3)=[N:8][C:7]=2[CH:6]=1)=[N+:2]=[N-:3].C(N(CC)CC)C.[CH3:35][O:36][CH2:37][O:38][CH2:39][C:40]#[CH:41]. The catalyst is C(#N)C.C(OCC)(=O)C.[Cu](I)I. The product is [CH3:35][O:36][CH2:37][O:38][CH2:39][C:40]1[N:3]=[N:2][N:1]([CH2:4][C:5]2[CH:14]=[N:13][C:12]3[C:11]([N:15]4[CH2:20][CH2:19][O:18][CH2:17][CH2:16]4)=[N:10][C:9]([C:21]4[CH:22]=[C:23]([OH:27])[CH:24]=[CH:25][CH:26]=4)=[N:8][C:7]=3[CH:6]=2)[CH:41]=1. The yield is 0.250. (3) The reactants are [CH2:1]([O:8][CH2:9][CH2:10][CH2:11][O:12][C:13]1[C:14]([B:22]2[O:26][C:25]([CH3:28])(C)C(C)(C)[O:23]2)=[C:15]([CH:18]=[CH:19][C:20]=1[F:21])C=O)[C:2]1[CH:7]=[CH:6][CH:5]=[CH:4][CH:3]=1.[N+:31](C)([O-:33])=[O:32].[OH-].[Na+].C1COCC1. The catalyst is O. The product is [CH2:1]([O:8][CH2:9][CH2:10][CH2:11][O:12][C:13]1[C:14]2[B:22]([OH:23])[O:26][CH:25]([CH2:28][N+:31]([O-:33])=[O:32])[C:15]=2[CH:18]=[CH:19][C:20]=1[F:21])[C:2]1[CH:3]=[CH:4][CH:5]=[CH:6][CH:7]=1. The yield is 0.940. (4) The reactants are [CH:1]1[C:10]2[C:5](=[CH:6][CH:7]=[CH:8][C:9]=2[CH2:11][C:12]([O:14]C(C)(C)C)=[O:13])[CH:4]=[CH:3][N:2]=1.C(O)(C(F)(F)F)=O.N. The catalyst is C(Cl)Cl. The product is [CH:1]1[C:10]2[C:5](=[CH:6][CH:7]=[CH:8][C:9]=2[CH2:11][C:12]([OH:14])=[O:13])[CH:4]=[CH:3][N:2]=1. The yield is 0.870. (5) The reactants are [Cl-].O[NH3+:3].[C:4](=[O:7])([O-])[OH:5].[Na+].CS(C)=O.[O:13]=[C:14]1[C:19]([CH2:20][C:21]2[CH:26]=[CH:25][C:24]([C:27]3[C:28]([C:33]#[N:34])=[CH:29][CH:30]=[CH:31][CH:32]=3)=[CH:23][CH:22]=2)=[C:18]([CH2:35][CH2:36][CH2:37][CH2:38][CH3:39])[N:17]2[N:40]=[CH:41][N:42]=[C:16]2[N:15]1[CH:43]1[CH2:48][CH2:47][O:46][CH2:45][CH2:44]1. The catalyst is C(OCC)(=O)C. The product is [O:7]=[C:4]1[O:5][N:3]=[C:33]([C:28]2[CH:29]=[CH:30][CH:31]=[CH:32][C:27]=2[C:24]2[CH:23]=[CH:22][C:21]([CH2:20][C:19]3[C:14](=[O:13])[N:15]([CH:43]4[CH2:44][CH2:45][O:46][CH2:47][CH2:48]4)[C:16]4[N:17]([N:40]=[CH:41][N:42]=4)[C:18]=3[CH2:35][CH2:36][CH2:37][CH2:38][CH3:39])=[CH:26][CH:25]=2)[NH:34]1. The yield is 0.680.